From a dataset of Catalyst prediction with 721,799 reactions and 888 catalyst types from USPTO. Predict which catalyst facilitates the given reaction. Reactant: C([O:8][C:9]1[N:24]=[C:23]([C:25]2[CH:33]=[C:32]3[C:28]([CH:29]=[CH:30][NH:31]3)=[CH:27][CH:26]=2)[C:22]([CH2:34][CH3:35])=[C:21]([O:36]CC2C=CC=CC=2)[C:10]=1[C:11]([O:13]CC1C=CC=CC=1)=[O:12])C1C=CC=CC=1. Product: [CH2:34]([C:22]1[C:21]([OH:36])=[C:10]([C:11]([OH:13])=[O:12])[C:9](=[O:8])[NH:24][C:23]=1[C:25]1[CH:33]=[C:32]2[C:28]([CH:29]=[CH:30][NH:31]2)=[CH:27][CH:26]=1)[CH3:35]. The catalyst class is: 19.